Dataset: Full USPTO retrosynthesis dataset with 1.9M reactions from patents (1976-2016). Task: Predict the reactants needed to synthesize the given product. Given the product [Cl:21][C:18]1[CH:19]=[CH:20][C:15]([C@@H:8]([CH:9]2[CH2:14][CH2:13][O:12][CH2:11][CH2:10]2)[C@@H:4]([C:5]([NH:23][C:24]2[CH:54]=[CH:53][CH:52]=[C:51]([F:55])[C:25]=2[CH2:26][CH2:27][C@H:28]2[O:33][CH2:32][C@@H:31]([CH2:34][O:35][C:36](=[O:43])[NH:37][CH2:38][C:39]([F:42])([F:41])[F:40])[NH:30][CH2:29]2)=[O:7])[NH2:1])=[CH:16][C:17]=1[F:22], predict the reactants needed to synthesize it. The reactants are: [N:1]([C@@H:4]([C@@H:8]([C:15]1[CH:20]=[CH:19][C:18]([Cl:21])=[C:17]([F:22])[CH:16]=1)[CH:9]1[CH2:14][CH2:13][O:12][CH2:11][CH2:10]1)[C:5]([OH:7])=O)=[N+]=[N-].[NH2:23][C:24]1[CH:54]=[CH:53][CH:52]=[C:51]([F:55])[C:25]=1[CH2:26][CH2:27][C@H:28]1[O:33][CH2:32][C@@H:31]([CH2:34][O:35][C:36](=[O:43])[NH:37][CH2:38][C:39]([F:42])([F:41])[F:40])[N:30](C(OC(C)(C)C)=O)[CH2:29]1.